Dataset: Full USPTO retrosynthesis dataset with 1.9M reactions from patents (1976-2016). Task: Predict the reactants needed to synthesize the given product. (1) Given the product [Cl:2][C:3]1[CH:20]=[CH:19][C:18]([CH2:21][N:22]2[CH2:23][CH2:24][N:25]([S:41]([CH3:40])(=[O:43])=[O:42])[CH2:26][CH2:27]2)=[CH:17][C:4]=1[CH2:5][NH:6][C:7]([NH:9][C:10]1[CH:11]=[N:12][C:13]([CH3:16])=[CH:14][CH:15]=1)=[O:8], predict the reactants needed to synthesize it. The reactants are: Cl.[Cl:2][C:3]1[CH:20]=[CH:19][C:18]([CH2:21][N:22]2[CH2:27][CH2:26][NH:25][CH2:24][CH2:23]2)=[CH:17][C:4]=1[CH2:5][NH:6][C:7]([NH:9][C:10]1[CH:11]=[N:12][C:13]([CH3:16])=[CH:14][CH:15]=1)=[O:8].C(Cl)Cl.CCN(C(C)C)C(C)C.[CH3:40][S:41](Cl)(=[O:43])=[O:42]. (2) Given the product [NH2:40][C@@H:41]([CH2:42][CH2:43][CH2:44][CH2:45][NH:46][CH2:30][C:27]1[CH:26]=[N:25][C:24]([C:22]2[S:23][C:16]3[C:17](=[N:18][CH:19]=[CH:20][C:15]=3[O:14][C:11]3[CH:12]=[CH:13][C:8]([NH:7][C:5]([NH:4][CH:1]4[CH2:2][CH2:3]4)=[O:6])=[CH:9][C:10]=3[F:32])[CH:21]=2)=[CH:29][CH:28]=1)[C:47]([OH:49])=[O:48], predict the reactants needed to synthesize it. The reactants are: [CH:1]1([NH:4][C:5]([NH:7][C:8]2[CH:13]=[CH:12][C:11]([O:14][C:15]3[CH:20]=[CH:19][N:18]=[C:17]4[CH:21]=[C:22]([C:24]5[CH:29]=[CH:28][C:27]([CH:30]=O)=[CH:26][N:25]=5)[S:23][C:16]=34)=[C:10]([F:32])[CH:9]=2)=[O:6])[CH2:3][CH2:2]1.C([NH:40][C@H:41]([C:47]([OH:49])=[O:48])[CH2:42][CH2:43][CH2:44][CH2:45][NH2:46])(OC(C)(C)C)=O.C(O)(=O)C.C(O[BH-](OC(=O)C)OC(=O)C)(=O)C.[Na+].